From a dataset of Full USPTO retrosynthesis dataset with 1.9M reactions from patents (1976-2016). Predict the reactants needed to synthesize the given product. (1) Given the product [OH:11][C:5]1[CH:6]=[C:7]([I:10])[CH:8]=[CH:9][C:4]=1[C:2](=[O:3])[CH:1]=[CH:17][C:16]1[CH:19]=[C:20]([O:24][CH3:25])[C:21]([O:22][CH3:23])=[C:14]([O:13][CH3:12])[CH:15]=1, predict the reactants needed to synthesize it. The reactants are: [CH3:1][C:2]([C:4]1[CH:9]=[CH:8][C:7]([I:10])=[CH:6][C:5]=1[OH:11])=[O:3].[CH3:12][O:13][C:14]1[CH:15]=[C:16]([CH:19]=[C:20]([O:24][CH3:25])[C:21]=1[O:22][CH3:23])[CH:17]=O.[OH-].[K+].Cl. (2) Given the product [CH3:1][N:2]([CH2:3][C:4]1[CH:9]=[CH:8][C:7](/[CH:10]=[CH:11]/[C:14]2[C:22]3[C:17](=[CH:18][C:19]([CH:23]=[O:24])=[CH:20][CH:21]=3)[N:16]([CH2:25][O:26][CH2:27][CH2:28][Si:29]([CH3:32])([CH3:31])[CH3:30])[N:15]=2)=[CH:6][CH:5]=1)[CH3:12], predict the reactants needed to synthesize it. The reactants are: [CH3:1][N:2]([CH3:12])[CH2:3][C:4]1[CH:9]=[CH:8][C:7]([CH:10]=[CH2:11])=[CH:6][CH:5]=1.I[C:14]1[C:22]2[C:17](=[CH:18][C:19]([CH:23]=[O:24])=[CH:20][CH:21]=2)[N:16]([CH2:25][O:26][CH2:27][CH2:28][Si:29]([CH3:32])([CH3:31])[CH3:30])[N:15]=1. (3) Given the product [F:27][C:28]1[C:29]([C:15]2[CH:16]=[CH:17][C:18]([N:21]3[N:25]=[N:24][CH:23]=[N:22]3)=[CH:19][CH:20]=2)=[CH:30][C:31](=[O:52])[N:32]([CH2:34][CH2:35][C@@:36]([CH3:51])([S:47]([CH3:50])(=[O:48])=[O:49])[C:37]([NH:39][O:40][CH:41]2[CH2:46][CH2:45][CH2:44][CH2:43][O:42]2)=[O:38])[CH:33]=1, predict the reactants needed to synthesize it. The reactants are: C(=O)([O-])[O-].[K+].[K+].CC1(C)C(C)(C)OB([C:15]2[CH:20]=[CH:19][C:18]([N:21]3[N:25]=[N:24][CH:23]=[N:22]3)=[CH:17][CH:16]=2)O1.[F:27][C:28]1[C:29](I)=[CH:30][C:31](=[O:52])[N:32]([CH2:34][CH2:35][C@@:36]([CH3:51])([S:47]([CH3:50])(=[O:49])=[O:48])[C:37]([NH:39][O:40][CH:41]2[CH2:46][CH2:45][CH2:44][CH2:43][O:42]2)=[O:38])[CH:33]=1.